Dataset: Forward reaction prediction with 1.9M reactions from USPTO patents (1976-2016). Task: Predict the product of the given reaction. (1) Given the reactants C([Mg]Cl)(C)C.Br[C:7]1[C:16]2[O:15][CH2:14][CH2:13][O:12][C:11]=2[CH:10]=[C:9]([F:17])[CH:8]=1.O=[C:19]1[CH2:23][CH2:22][CH2:21][N:20]1[C:24]([O:26][C:27]([CH3:30])([CH3:29])[CH3:28])=[O:25], predict the reaction product. The product is: [F:17][C:9]1[CH:8]=[C:7]([C:19]2[N:20]([C:24]([O:26][C:27]([CH3:30])([CH3:29])[CH3:28])=[O:25])[CH2:21][CH2:22][CH:23]=2)[C:16]2[O:15][CH2:14][CH2:13][O:12][C:11]=2[CH:10]=1. (2) Given the reactants [CH:1]([N:4]([CH3:30])[C:5]1[C:6]([C:19]2[NH:20][C:21]3[C:26]([CH:27]=2)=[CH:25][C:24]([O:28][CH3:29])=[CH:23][CH:22]=3)=[N:7][C:8]2[C:13]([N:14]=1)=[CH:12][C:11]([C:15]([O:17]C)=[O:16])=[CH:10][CH:9]=2)([CH3:3])[CH3:2].[OH-].[Na+], predict the reaction product. The product is: [CH:1]([N:4]([CH3:30])[C:5]1[C:6]([C:19]2[NH:20][C:21]3[C:26]([CH:27]=2)=[CH:25][C:24]([O:28][CH3:29])=[CH:23][CH:22]=3)=[N:7][C:8]2[C:13]([N:14]=1)=[CH:12][C:11]([C:15]([OH:17])=[O:16])=[CH:10][CH:9]=2)([CH3:3])[CH3:2]. (3) The product is: [Cl:21][C:22]1[CH:23]=[CH:24][C:25]([N:30]2[CH:34]=[N:33][N:32]=[N:31]2)=[C:26]([CH:29]=1)[CH2:27][NH:28][C:4]([C@@H:6]1[CH2:10][CH2:9][N:8]([C:11]([O:13][C:14]([CH3:15])([CH3:16])[CH3:17])=[O:12])[NH:7]1)=[O:5]. Given the reactants C(O[C:4]([C@@H:6]1[CH2:10][CH2:9][N:8]([C:11]([O:13][C:14]([CH3:17])([CH3:16])[CH3:15])=[O:12])[NH:7]1)=[O:5])C.[OH-].[Li+].Cl.[Cl:21][C:22]1[CH:23]=[CH:24][C:25]([N:30]2[CH:34]=[N:33][N:32]=[N:31]2)=[C:26]([CH:29]=1)[CH2:27][NH2:28].OC1C2N=NNC=2C=CC=1.C(Cl)CCl.C(N(CC)CC)C, predict the reaction product. (4) Given the reactants [Cl:1][C:2]1[CH:7]=[CH:6][C:5]([S:8]([NH:11][C@H:12]2[CH2:17][CH2:16][CH2:15][CH2:14][C@@H:13]2[OH:18])(=[O:10])=[O:9])=[CH:4][CH:3]=1.Br[CH2:20][C:21]1[CH:30]=[CH:29][C:24]([C:25]([O:27][CH3:28])=[O:26])=[CH:23][CH:22]=1.C(=O)([O-])[O-].[Cs+].[Cs+].O, predict the reaction product. The product is: [Cl:1][C:2]1[CH:7]=[CH:6][C:5]([S:8]([N:11]([CH2:20][C:21]2[CH:30]=[CH:29][C:24]([C:25]([O:27][CH3:28])=[O:26])=[CH:23][CH:22]=2)[C@H:12]2[CH2:17][CH2:16][CH2:15][CH2:14][C@@H:13]2[OH:18])(=[O:9])=[O:10])=[CH:4][CH:3]=1. (5) The product is: [CH3:1][O:2][C:3](=[O:17])[C:4]1[CH:9]=[C:8]([CH:10]=[CH2:11])[C:7]([OH:12])=[C:6]([F:16])[CH:5]=1. Given the reactants [CH3:1][O:2][C:3](=[O:17])[C:4]1[CH:9]=[C:8]([CH:10]=[CH2:11])[C:7]([O:12]COC)=[C:6]([F:16])[CH:5]=1, predict the reaction product. (6) Given the reactants Br[C:2]1[C:7]([F:8])=[CH:6][CH:5]=[CH:4][C:3]=1[F:9].CC1(C)C(C)(C)OB([C:18]2[CH:25]=[CH:24][CH:23]=[CH:22][C:19]=2[C:20]#[N:21])O1, predict the reaction product. The product is: [CH3:24][CH2:25][CH2:18][CH:19]([CH3:22])[CH3:20].[F:9][C:3]1[CH:4]=[CH:5][CH:6]=[C:7]([F:8])[C:2]=1[C:18]1[C:19]([C:20]#[N:21])=[CH:22][CH:23]=[CH:24][CH:25]=1.